Dataset: Catalyst prediction with 721,799 reactions and 888 catalyst types from USPTO. Task: Predict which catalyst facilitates the given reaction. (1) Reactant: [Cl:1][C:2]1[C:10]2[N:9]=[N:8][N:7]([CH2:11][CH:12]3[CH2:14][CH2:13]3)[C:6]=2[CH:5]=[CH:4][C:3]=1[C:15]1[CH2:20][CH2:19][CH:18]([CH2:21]I)[CH2:17][CH:16]=1.[CH3:23][N:24]1[C:28](=[O:29])[CH2:27][NH:26][C:25]1=[O:30].C(=O)([O-])[O-].[K+].[K+].C(=O)([O-])[O-].[Cs+].[Cs+].C(=O)(O)[O-].[Na+]. Product: [Cl:1][C:2]1[C:10]2[N:9]=[N:8][N:7]([CH2:11][CH:12]3[CH2:14][CH2:13]3)[C:6]=2[CH:5]=[CH:4][C:3]=1[C:15]1[CH2:20][CH2:19][CH:18]([CH2:21][N:26]2[CH2:27][C:28](=[O:29])[N:24]([CH3:23])[C:25]2=[O:30])[CH2:17][CH:16]=1. The catalyst class is: 10. (2) Reactant: [Br:1][C:2]1[CH:19]=[CH:18][C:5]([O:6][CH:7]([C:11]2[CH:16]=[CH:15][C:14]([Br:17])=[CH:13][CH:12]=2)[C:8]([OH:10])=O)=[CH:4][CH:3]=1.[NH2:20][C:21]1[S:22][CH:23]=[CH:24][N:25]=1. Product: [Br:1][C:2]1[CH:3]=[CH:4][C:5]([O:6][CH:7]([C:11]2[CH:16]=[CH:15][C:14]([Br:17])=[CH:13][CH:12]=2)[C:8]([NH:20][C:21]2[S:22][CH:23]=[CH:24][N:25]=2)=[O:10])=[CH:18][CH:19]=1. The catalyst class is: 1. (3) Reactant: [N+:1]([C:4]1[CH:23]=[CH:22][C:7]([CH2:8][C@H:9]2[CH2:13][CH2:12][C:11](=[O:14])[N:10]2[C:15]([O:17][C:18]([CH3:21])([CH3:20])[CH3:19])=[O:16])=[CH:6][CH:5]=1)([O-:3])=[O:2].[Li+].C[Si]([N-][Si](C)(C)C)(C)C.I[CH2:35][CH:36]=[CH2:37]. Product: [CH2:37]([C@H:12]1[CH2:13][C@H:9]([CH2:8][C:7]2[CH:6]=[CH:5][C:4]([N+:1]([O-:3])=[O:2])=[CH:23][CH:22]=2)[N:10]([C:15]([O:17][C:18]([CH3:20])([CH3:19])[CH3:21])=[O:16])[C:11]1=[O:14])[CH:36]=[CH2:35]. The catalyst class is: 1. (4) Reactant: Cl[CH2:2][CH2:3][C:4]1[CH:9]=[CH:8][C:7]([C:10]2[C:14]([NH:15][C:16](=[O:27])[O:17][CH:18]([C:20]3[CH:25]=[CH:24][CH:23]=[CH:22][C:21]=3[Cl:26])[CH3:19])=[CH:13][O:12][N:11]=2)=[CH:6][CH:5]=1.[C:28]([O:32][CH3:33])(=[O:31])[CH2:29][SH:30].C(N(CC)CC)C. Product: [Cl:26][C:21]1[CH:22]=[CH:23][CH:24]=[CH:25][C:20]=1[CH:18]([O:17][C:16]([NH:15][C:14]1[C:10]([C:7]2[CH:8]=[CH:9][C:4]([CH2:3][CH2:2][S:30][CH2:29][C:28]([O:32][CH3:33])=[O:31])=[CH:5][CH:6]=2)=[N:11][O:12][CH:13]=1)=[O:27])[CH3:19]. The catalyst class is: 22. (5) The catalyst class is: 282. Reactant: CS(O)(=O)=O.[Br:6][C:7]1[CH:14]=[CH:13][C:12]([C:15]([F:18])([F:17])[F:16])=[CH:11][C:8]=1[CH2:9][NH2:10].[OH-].[Na+].ClC(Cl)=C.[F:25][C:26]([F:40])([F:39])[C:27]1[CH:28]=[C:29]([CH:32]=[C:33]([C:35]([F:38])([F:37])[F:36])[CH:34]=1)[CH:30]=O.C(=O)([O-])[O-].[K+].[K+]. Product: [F:25][C:26]([F:39])([F:40])[C:27]1[CH:28]=[C:29]([CH:32]=[C:33]([C:35]([F:38])([F:36])[F:37])[CH:34]=1)[CH2:30][NH:10][CH2:9][C:8]1[CH:11]=[C:12]([C:15]([F:16])([F:17])[F:18])[CH:13]=[CH:14][C:7]=1[Br:6]. (6) Reactant: [CH:1]([N:14]1[CH2:17][C:16](=O)[CH2:15]1)([C:8]1[CH:13]=[CH:12][CH:11]=[CH:10][CH:9]=1)[C:2]1[CH:7]=[CH:6][CH:5]=[CH:4][CH:3]=1.[CH3:19][NH:20][CH3:21].[H][H]. Product: [CH:1]([N:14]1[CH2:17][CH:16]([N:20]([CH3:21])[CH3:19])[CH2:15]1)([C:8]1[CH:13]=[CH:12][CH:11]=[CH:10][CH:9]=1)[C:2]1[CH:7]=[CH:6][CH:5]=[CH:4][CH:3]=1. The catalyst class is: 129. (7) Reactant: [Cl:1][C:2]1[N:11]=[CH:10][C:9]2[C:4](=[C:5]([C:12]3[CH:13]=[C:14]([CH:16]=[CH:17][CH:18]=3)[NH2:15])[CH:6]=[CH:7][CH:8]=2)[N:3]=1.[C:19](Cl)(=[O:22])[CH:20]=[CH2:21]. Product: [Cl:1][C:2]1[N:11]=[CH:10][C:9]2[C:4](=[C:5]([C:12]3[CH:13]=[C:14]([NH:15][C:19](=[O:22])[CH:20]=[CH2:21])[CH:16]=[CH:17][CH:18]=3)[CH:6]=[CH:7][CH:8]=2)[N:3]=1. The catalyst class is: 2. (8) Reactant: [OH:1][CH2:2][C@@H:3]1[O:8][CH2:7][C@H:6]([CH3:9])[N:5]([C:10]([O:12][C:13]([CH3:16])([CH3:15])[CH3:14])=[O:11])[CH2:4]1.CC1(C)N([O])C(C)(C)CCC1.C(OI(C1C=CC=CC=1)OC(=O)C)(=O)C.CN(C(ON1N=NC2C=CC=NC1=2)=[N+](C)C)C.F[P-](F)(F)(F)(F)F.Cl.[Cl:68][C:69]1[C:70]([CH2:75][NH2:76])=[N:71][CH:72]=[CH:73][N:74]=1. Product: [Cl:68][C:69]1[C:70]([CH2:75][NH:76][C:2]([C@@H:3]2[O:8][CH2:7][C@H:6]([CH3:9])[N:5]([C:10]([O:12][C:13]([CH3:15])([CH3:14])[CH3:16])=[O:11])[CH2:4]2)=[O:1])=[N:71][CH:72]=[CH:73][N:74]=1. The catalyst class is: 34. (9) Reactant: IN1C(=O)C[CH2:4][C:3]1=O.C(N(CC)CC)C.[OH-].[Na+].[Cl:18][C:19]1[CH:24]=[C:23]([CH3:25])[CH:22]=[C:21]([OH:26])[C:20]=1[C:27]([C:29]1[CH:34]=[CH:33][C:32]([O:35][CH3:36])=[CH:31][CH:30]=1)=[O:28]. Product: [Cl:18][C:19]1[CH:24]=[C:23]([CH3:25])[CH:22]=[C:21]([OH:26])[C:20]=1[C:27]([C:29]1[CH:34]=[CH:33][C:32]([O:35][CH:36]2[CH2:4][CH2:3]2)=[CH:31][CH:30]=1)=[O:28]. The catalyst class is: 207. (10) Reactant: [O:1]([C:8]1[CH:24]=[CH:23][C:11]([O:12][C:13]2[S:14][C:15]([C:18]#[C:19][CH:20](O)[CH3:21])=[CH:16][N:17]=2)=[CH:10][CH:9]=1)[C:2]1[CH:7]=[CH:6][CH:5]=[CH:4][CH:3]=1.[C:25]1(=[O:35])[NH:29][C:28](=[O:30])[C:27]2=[CH:31][CH:32]=[CH:33][CH:34]=[C:26]12.C1(P(C2C=CC=CC=2)C2C=CC=CC=2)C=CC=CC=1.CCOC(/N=N/C(OCC)=O)=O. Product: [CH3:21][CH:20]([N:29]1[C:25](=[O:35])[C:26]2[C:27](=[CH:31][CH:32]=[CH:33][CH:34]=2)[C:28]1=[O:30])[C:19]#[C:18][C:15]1[S:14][C:13]([O:12][C:11]2[CH:23]=[CH:24][C:8]([O:1][C:2]3[CH:7]=[CH:6][CH:5]=[CH:4][CH:3]=3)=[CH:9][CH:10]=2)=[N:17][CH:16]=1. The catalyst class is: 1.